Predict the reactants needed to synthesize the given product. From a dataset of Full USPTO retrosynthesis dataset with 1.9M reactions from patents (1976-2016). (1) Given the product [CH2:17]([O:16][C:9]1[C:10]2[NH:11][C:12](=[O:15])[S:13][C:14]=2[C:6]([C@@H:4]([OH:5])[CH2:3][NH:2][CH2:25][CH2:26][N:27]([CH2:41][CH2:42][C:43]2[CH:44]=[CH:45][CH:46]=[CH:47][CH:48]=2)[C:28](=[O:40])[CH2:29][CH2:30][O:31][CH2:32][CH2:33][C:34]2[CH:35]=[CH:36][CH:37]=[CH:38][CH:39]=2)=[CH:7][CH:8]=1)[C:18]1[CH:19]=[CH:20][CH:21]=[CH:22][CH:23]=1, predict the reactants needed to synthesize it. The reactants are: Cl.[NH2:2][CH2:3][C@@H:4]([C:6]1[C:14]2[S:13][C:12](=[O:15])[NH:11][C:10]=2[C:9]([O:16][CH2:17][C:18]2[CH:23]=[CH:22][CH:21]=[CH:20][CH:19]=2)=[CH:8][CH:7]=1)[OH:5].O=[CH:25][CH2:26][N:27]([CH2:41][CH2:42][C:43]1[CH:48]=[CH:47][CH:46]=[CH:45][CH:44]=1)[C:28](=[O:40])[CH2:29][CH2:30][O:31][CH2:32][CH2:33][C:34]1[CH:39]=[CH:38][CH:37]=[CH:36][CH:35]=1.C([BH3-])#N.[Na+]. (2) Given the product [Br:1][C:2]1[CH:7]=[C:6]([N+:8]([O-:10])=[O:9])[CH:5]=[CH:4][C:3]=1[S:13][CH3:12], predict the reactants needed to synthesize it. The reactants are: [Br:1][C:2]1[CH:7]=[C:6]([N+:8]([O-:10])=[O:9])[CH:5]=[CH:4][C:3]=1F.[CH3:12][S-:13].[Na+]. (3) Given the product [CH2:1]([C:8]1[CH:9]=[N:10][C:11]2[C:16]([C:17]=1[C:18]1[CH:19]=[C:20]([CH:32]=[CH:33][CH:34]=1)[O:21][CH2:22][C:23]1[CH:24]=[C:25]([CH:29]=[CH:30][CH:31]=1)[C:26]([NH:39][CH:40]([CH2:45][CH2:46][S:47][CH3:48])[C:41]([O:43][CH3:44])=[O:42])=[O:27])=[CH:15][CH:14]=[CH:13][C:12]=2[C:35]([F:38])([F:36])[F:37])[C:2]1[CH:7]=[CH:6][CH:5]=[CH:4][CH:3]=1, predict the reactants needed to synthesize it. The reactants are: [CH2:1]([C:8]1[CH:9]=[N:10][C:11]2[C:16]([C:17]=1[C:18]1[CH:19]=[C:20]([CH:32]=[CH:33][CH:34]=1)[O:21][CH2:22][C:23]1[CH:24]=[C:25]([CH:29]=[CH:30][CH:31]=1)[C:26](O)=[O:27])=[CH:15][CH:14]=[CH:13][C:12]=2[C:35]([F:38])([F:37])[F:36])[C:2]1[CH:7]=[CH:6][CH:5]=[CH:4][CH:3]=1.[NH2:39][CH:40]([CH2:45][CH2:46][S:47][CH3:48])[C:41]([O:43][CH3:44])=[O:42].Cl.CN(C)CCCN=C=NCC.O.ON1C2C=CC=CC=2N=N1.CN1CCOCC1.